From a dataset of Catalyst prediction with 721,799 reactions and 888 catalyst types from USPTO. Predict which catalyst facilitates the given reaction. Reactant: [Cl:1][C:2]1[CH:7]=[CH:6][C:5]([NH:8][C:9]2[S:10][CH:11]=[CH:12][N:13]=2)=[CH:4][C:3]=1[OH:14].C([O-])([O-])=O.[Cs+].[Cs+].[CH3:21][C:22]1[CH:29]=[CH:28][CH:27]=[CH:26][C:23]=1[CH2:24]Br. The catalyst class is: 21. Product: [CH3:21][C:22]1[CH:29]=[CH:28][CH:27]=[CH:26][C:23]=1[CH2:24][O:14][C:3]1[CH:4]=[C:5]([NH:8][C:9]2[S:10][CH:11]=[CH:12][N:13]=2)[CH:6]=[CH:7][C:2]=1[Cl:1].